The task is: Predict the product of the given reaction.. This data is from Forward reaction prediction with 1.9M reactions from USPTO patents (1976-2016). Given the reactants [Br:1][C:2]1[CH:9]=[CH:8][C:7]([Br:10])=[CH:6][C:3]=1[CH:4]=O.[NH2:11][C:12]1[CH:17]=[CH:16][CH:15]=[CH:14][C:13]=1[SH:18].II, predict the reaction product. The product is: [Br:1][C:2]1[CH:9]=[CH:8][C:7]([Br:10])=[CH:6][C:3]=1[C:4]1[S:18][C:13]2[CH:14]=[CH:15][CH:16]=[CH:17][C:12]=2[N:11]=1.